From a dataset of NCI-60 drug combinations with 297,098 pairs across 59 cell lines. Regression. Given two drug SMILES strings and cell line genomic features, predict the synergy score measuring deviation from expected non-interaction effect. (1) Drug 1: C1C(C(OC1N2C=NC3=C(N=C(N=C32)Cl)N)CO)O. Drug 2: CC12CCC3C(C1CCC2OP(=O)(O)O)CCC4=C3C=CC(=C4)OC(=O)N(CCCl)CCCl.[Na+]. Cell line: OVCAR-4. Synergy scores: CSS=26.9, Synergy_ZIP=-1.47, Synergy_Bliss=3.51, Synergy_Loewe=-2.79, Synergy_HSA=4.33. (2) Drug 1: CC1C(C(CC(O1)OC2CC(CC3=C2C(=C4C(=C3O)C(=O)C5=C(C4=O)C(=CC=C5)OC)O)(C(=O)CO)O)N)O.Cl. Drug 2: COC1=CC(=CC(=C1O)OC)C2C3C(COC3=O)C(C4=CC5=C(C=C24)OCO5)OC6C(C(C7C(O6)COC(O7)C8=CC=CS8)O)O. Cell line: LOX IMVI. Synergy scores: CSS=49.2, Synergy_ZIP=1.25, Synergy_Bliss=1.45, Synergy_Loewe=-4.44, Synergy_HSA=3.96. (3) Drug 1: C1CC(C1)(C(=O)O)C(=O)O.[NH2-].[NH2-].[Pt+2]. Drug 2: CCN(CC)CCCC(C)NC1=C2C=C(C=CC2=NC3=C1C=CC(=C3)Cl)OC. Cell line: MOLT-4. Synergy scores: CSS=54.9, Synergy_ZIP=0.308, Synergy_Bliss=0.445, Synergy_Loewe=-9.97, Synergy_HSA=0.155. (4) Drug 1: C1CCC(C(C1)N)N.C(=O)(C(=O)[O-])[O-].[Pt+4]. Drug 2: C1CN(P(=O)(OC1)NCCCl)CCCl. Cell line: KM12. Synergy scores: CSS=-2.54, Synergy_ZIP=-16.8, Synergy_Bliss=-47.1, Synergy_Loewe=-34.1, Synergy_HSA=-47.4. (5) Drug 1: CC1CCC2CC(C(=CC=CC=CC(CC(C(=O)C(C(C(=CC(C(=O)CC(OC(=O)C3CCCCN3C(=O)C(=O)C1(O2)O)C(C)CC4CCC(C(C4)OC)OCCO)C)C)O)OC)C)C)C)OC. Drug 2: CCCCC(=O)OCC(=O)C1(CC(C2=C(C1)C(=C3C(=C2O)C(=O)C4=C(C3=O)C=CC=C4OC)O)OC5CC(C(C(O5)C)O)NC(=O)C(F)(F)F)O. Cell line: SR. Synergy scores: CSS=74.7, Synergy_ZIP=2.92, Synergy_Bliss=-0.920, Synergy_Loewe=1.20, Synergy_HSA=1.63. (6) Synergy scores: CSS=79.5, Synergy_ZIP=-4.19, Synergy_Bliss=-4.63, Synergy_Loewe=-4.28, Synergy_HSA=-0.167. Drug 2: C1C(C(OC1N2C=NC3=C(N=C(N=C32)Cl)N)CO)O. Cell line: ACHN. Drug 1: C1CN1P(=S)(N2CC2)N3CC3. (7) Drug 1: CC1C(C(CC(O1)OC2CC(OC(C2O)C)OC3=CC4=CC5=C(C(=O)C(C(C5)C(C(=O)C(C(C)O)O)OC)OC6CC(C(C(O6)C)O)OC7CC(C(C(O7)C)O)OC8CC(C(C(O8)C)O)(C)O)C(=C4C(=C3C)O)O)O)O. Drug 2: CCC1(C2=C(COC1=O)C(=O)N3CC4=CC5=C(C=CC(=C5CN(C)C)O)N=C4C3=C2)O.Cl. Cell line: HT29. Synergy scores: CSS=42.0, Synergy_ZIP=1.51, Synergy_Bliss=2.47, Synergy_Loewe=-0.234, Synergy_HSA=4.36. (8) Drug 1: CC1CC2C3CCC4=CC(=O)C=CC4(C3(C(CC2(C1(C(=O)CO)O)C)O)F)C. Drug 2: CC1(CCCN1)C2=NC3=C(C=CC=C3N2)C(=O)N. Cell line: HCT116. Synergy scores: CSS=1.21, Synergy_ZIP=0.519, Synergy_Bliss=-1.11, Synergy_Loewe=1.21, Synergy_HSA=0.337. (9) Drug 1: C1C(C(OC1N2C=C(C(=O)NC2=O)F)CO)O. Drug 2: C1CN(CCN1C(=O)CCBr)C(=O)CCBr. Cell line: OVCAR3. Synergy scores: CSS=12.6, Synergy_ZIP=-1.14, Synergy_Bliss=4.19, Synergy_Loewe=-5.39, Synergy_HSA=-0.491.